Task: Predict the product of the given reaction.. Dataset: Forward reaction prediction with 1.9M reactions from USPTO patents (1976-2016) (1) Given the reactants [F:1][C:2]1[CH:7]=[CH:6][C:5]([C:8]2[O:20][C:11]3[CH:12]=[CH:13][C:14]4[O:18][CH:17]([CH3:19])[CH2:16][C:15]=4[C:10]=3[C:9]=2[C:21]([NH:23][CH3:24])=[O:22])=[CH:4][CH:3]=1.[N+:25]([O-])([OH:27])=[O:26], predict the reaction product. The product is: [F:1][C:2]1[CH:7]=[CH:6][C:5]([C:8]2[O:20][C:11]3[CH:12]=[C:13]([N+:25]([O-:27])=[O:26])[C:14]4[O:18][CH:17]([CH3:19])[CH2:16][C:15]=4[C:10]=3[C:9]=2[C:21]([NH:23][CH3:24])=[O:22])=[CH:4][CH:3]=1. (2) Given the reactants [C:1]1([OH:7])[CH:6]=[CH:5][CH:4]=[CH:3][CH:2]=1.C([O-])([O-])=O.[Cs+].[Cs+].Br[CH:15]([CH3:21])[C:16]([O:18][CH2:19][CH3:20])=[O:17], predict the reaction product. The product is: [CH2:19]([O:18][C:16](=[O:17])[CH:15]([O:7][C:1]1[CH:6]=[CH:5][CH:4]=[CH:3][CH:2]=1)[CH3:21])[CH3:20].